This data is from Reaction yield outcomes from USPTO patents with 853,638 reactions. The task is: Predict the reaction yield, written as a fraction of the theoretical maximum amount of product (1.0 means a 100% yield; for example, 0.34 means a 34% yield). (1) The reactants are [N:1]1[CH:6]=[C:5]([C:7]([NH:9][C:10]2([C:13]([OH:15])=O)[CH2:12][CH2:11]2)=[O:8])[CH:4]=[N:3][CH:2]=1.[Cl:16][C:17]1[CH:32]=[CH:31][C:20]([O:21][C:22]2[CH:27]=[CH:26][C:25]([CH:28]([NH2:30])[CH3:29])=[CH:24][CH:23]=2)=[C:19]([F:33])[CH:18]=1. No catalyst specified. The product is [Cl:16][C:17]1[CH:32]=[CH:31][C:20]([O:21][C:22]2[CH:23]=[CH:24][C:25]([CH:28]([NH:30][C:13]([C:10]3([NH:9][C:7]([C:5]4[CH:4]=[N:3][CH:2]=[N:1][CH:6]=4)=[O:8])[CH2:11][CH2:12]3)=[O:15])[CH3:29])=[CH:26][CH:27]=2)=[C:19]([F:33])[CH:18]=1. The yield is 0.290. (2) The reactants are [NH:1]1[CH2:5][CH2:4][CH2:3][CH2:2]1.ClC[C:8]1[CH:38]=[CH:37][C:11]([C:12]([NH:14][C:15]2[S:16][C:17]3[C:23]([C:24]4[N:25]=[C:26]([N:29]5[CH2:34][CH2:33][O:32][CH2:31][CH2:30]5)[S:27][CH:28]=4)=[CH:22][CH:21]=[C:20]([O:35][CH3:36])[C:18]=3[N:19]=2)=[O:13])=[CH:10][CH:9]=1.[CH2:39]1COCC1. No catalyst specified. The product is [CH3:36][O:35][C:20]1[C:18]2[N:19]=[C:15]([NH:14][C:12](=[O:13])[C:11]3[CH:37]=[CH:38][C:8]([N:1]4[CH2:5][CH2:4][CH2:3][CH2:2]4)=[CH:9][C:10]=3[CH3:39])[S:16][C:17]=2[C:23]([C:24]2[N:25]=[C:26]([N:29]3[CH2:30][CH2:31][O:32][CH2:33][CH2:34]3)[S:27][CH:28]=2)=[CH:22][CH:21]=1. The yield is 0.870. (3) The reactants are [CH3:1][O:2][C:3]([C:5]1[S:6][C:7]([C:27]2[CH:32]=[CH:31][CH:30]=[CH:29][CH:28]=2)=[CH:8][C:9]=1[NH:10][CH2:11][C:12]1[O:13][C:14]([C:17]2[CH:22]=[CH:21][CH:20]=[C:19]([C:23]([F:26])([F:25])[F:24])[CH:18]=2)=[CH:15][CH:16]=1)=[O:4].[Cl:33][C:34]1[CH:42]=[C:41]([Cl:43])[CH:40]=[CH:39][C:35]=1[C:36](Cl)=[O:37]. The catalyst is ClCCl.C([O-])(O)=O.[Na+]. The product is [CH3:1][O:2][C:3]([C:5]1[S:6][C:7]([C:27]2[CH:32]=[CH:31][CH:30]=[CH:29][CH:28]=2)=[CH:8][C:9]=1[N:10]([C:36](=[O:37])[C:35]1[CH:39]=[CH:40][C:41]([Cl:43])=[CH:42][C:34]=1[Cl:33])[CH2:11][C:12]1[O:13][C:14]([C:17]2[CH:22]=[CH:21][CH:20]=[C:19]([C:23]([F:25])([F:24])[F:26])[CH:18]=2)=[CH:15][CH:16]=1)=[O:4]. The yield is 0.780. (4) The product is [CH3:10][O:9][C:7]([C:3]1[S:4][CH:5]=[CH:6][C:2]=1[NH:1][S:17]([C:11]1[CH:16]=[CH:15][CH:14]=[CH:13][CH:12]=1)(=[O:19])=[O:18])=[O:8]. The yield is 0.900. The catalyst is N1C=CC=CC=1.C(OCC)(=O)C. The reactants are [NH2:1][C:2]1[CH:6]=[CH:5][S:4][C:3]=1[C:7]([O:9][CH3:10])=[O:8].[C:11]1([S:17](Cl)(=[O:19])=[O:18])[CH:16]=[CH:15][CH:14]=[CH:13][CH:12]=1. (5) The reactants are Br[C:2]1[CH:11]=[CH:10][CH:9]=[C:8]2[C:3]=1[C:4](=[O:28])[N:5]([C:22]1[CH:23]=[N:24][CH:25]=[CH:26][CH:27]=1)[C:6]([C@@H:12]([NH:14][C:15](=[O:21])[O:16][C:17]([CH3:20])([CH3:19])[CH3:18])[CH3:13])=[N:7]2.[CH3:29][N:30]1C(=O)CCC1. The yield is 0.870. The catalyst is [C-]#N.[Zn+2].[C-]#N.C1C=CC([P]([Pd]([P](C2C=CC=CC=2)(C2C=CC=CC=2)C2C=CC=CC=2)([P](C2C=CC=CC=2)(C2C=CC=CC=2)C2C=CC=CC=2)[P](C2C=CC=CC=2)(C2C=CC=CC=2)C2C=CC=CC=2)(C2C=CC=CC=2)C2C=CC=CC=2)=CC=1. The product is [C:29]([C:2]1[CH:11]=[CH:10][CH:9]=[C:8]2[C:3]=1[C:4](=[O:28])[N:5]([C:22]1[CH:23]=[N:24][CH:25]=[CH:26][CH:27]=1)[C:6]([C@@H:12]([NH:14][C:15](=[O:21])[O:16][C:17]([CH3:20])([CH3:19])[CH3:18])[CH3:13])=[N:7]2)#[N:30]. (6) The reactants are [CH2:1]([O:8][C:9]1[C:18](=[O:19])[N:17]2[C:12]([C:13]([CH3:21])([CH3:20])[O:14][CH2:15][CH2:16]2)=[N:11][C:10]=1[C:22](O)=[O:23])[C:2]1[CH:7]=[CH:6][CH:5]=[CH:4][CH:3]=1.Cl.Cl.[CH3:27][C:28]1[S:29][C:30]([CH2:33][NH2:34])=[CH:31][N:32]=1.C(N(CC)CC)C.F[P-](F)(F)(F)(F)F.N1(O[P+](N(C)C)(N(C)C)N(C)C)C2C=CC=CC=2N=N1. The catalyst is C(#N)C.C(OCC)(=O)C. The product is [CH2:1]([O:8][C:9]1[C:18](=[O:19])[N:17]2[C:12]([C:13]([CH3:21])([CH3:20])[O:14][CH2:15][CH2:16]2)=[N:11][C:10]=1[C:22]([NH:34][CH2:33][C:30]1[S:29][C:28]([CH3:27])=[N:32][CH:31]=1)=[O:23])[C:2]1[CH:3]=[CH:4][CH:5]=[CH:6][CH:7]=1. The yield is 0.920. (7) The reactants are [OH:1][C:2]1[CH:3]=[C:4]2[C:9](=[CH:10][CH:11]=1)[CH:8]=[C:7]([C@:12]1([CH3:18])[CH2:16][O:15][C:14](=[O:17])[NH:13]1)[CH:6]=[CH:5]2.O1CCCC1.[C:24]([C@@H:28]1[CH2:33][CH2:32][C@H:31](O)[CH2:30][CH2:29]1)([CH3:27])([CH3:26])[CH3:25].C1(P(C2C=CC=CC=2)C2C=CC=CC=2)C=CC=CC=1.N(C(OC(C)C)=O)=NC(OC(C)C)=O. No catalyst specified. The product is [C:24]([C@H:28]1[CH2:33][CH2:32][C@H:31]([O:1][C:2]2[CH:3]=[C:4]3[C:9](=[CH:10][CH:11]=2)[CH:8]=[C:7]([C@:12]2([CH3:18])[CH2:16][O:15][C:14](=[O:17])[NH:13]2)[CH:6]=[CH:5]3)[CH2:30][CH2:29]1)([CH3:27])([CH3:26])[CH3:25]. The yield is 0.660.